Dataset: Peptide-MHC class I binding affinity with 185,985 pairs from IEDB/IMGT. Task: Regression. Given a peptide amino acid sequence and an MHC pseudo amino acid sequence, predict their binding affinity value. This is MHC class I binding data. (1) The peptide sequence is TTIEDILPK. The MHC is HLA-A30:01 with pseudo-sequence HLA-A30:01. The binding affinity (normalized) is 0.431. (2) The peptide sequence is CVKYLLDNDI. The MHC is HLA-A68:02 with pseudo-sequence HLA-A68:02. The binding affinity (normalized) is 0.299. (3) The peptide sequence is IRLRPGGKK. The MHC is Mamu-A20102 with pseudo-sequence Mamu-A20102. The binding affinity (normalized) is 0.0181. (4) The peptide sequence is LSPLTKGI. The MHC is Mamu-A01 with pseudo-sequence Mamu-A01. The binding affinity (normalized) is 0.566. (5) The peptide sequence is LYQPPQTSI. The MHC is HLA-A26:01 with pseudo-sequence HLA-A26:01. The binding affinity (normalized) is 0.00406. (6) The peptide sequence is ETTKRDLGM. The MHC is HLA-A26:01 with pseudo-sequence HLA-A26:01. The binding affinity (normalized) is 0.327. (7) The peptide sequence is YYPEDPVKL. The MHC is HLA-B18:01 with pseudo-sequence HLA-B18:01. The binding affinity (normalized) is 0.0847.